From a dataset of HIV replication inhibition screening data with 41,000+ compounds from the AIDS Antiviral Screen. Binary Classification. Given a drug SMILES string, predict its activity (active/inactive) in a high-throughput screening assay against a specified biological target. The molecule is CC1=CC(O)C(C(O)(C(F)(F)F)C(F)(F)F)C(C)(C)C1. The result is 0 (inactive).